From a dataset of Reaction yield outcomes from USPTO patents with 853,638 reactions. Predict the reaction yield, written as a fraction of the theoretical maximum amount of product (1.0 means a 100% yield; for example, 0.34 means a 34% yield). The reactants are I[C:2]1[C:11]2[C:6](=[CH:7][CH:8]=[C:9](Br)[CH:10]=2)[N:5]=[CH:4][CH:3]=1.CC1(C)C(C)(C)OB([C:21]2[CH:22]=[C:23]([S:27]([NH2:30])(=[O:29])=[O:28])[CH:24]=[CH:25][CH:26]=2)O1.C(=O)([O-])[O-].[K+].[K+].[NH2:38][C:39]1[C:44]([S:45]([NH2:48])(=[O:47])=[O:46])=[CH:43][C:42](B2OC(C)(C)C(C)(C)O2)=[CH:41][N:40]=1. The catalyst is O1CCOCC1.C1C=CC([PH+]([C]2[CH][CH][CH][CH]2)C2C=CC=CC=2)=CC=1.C1C=CC([PH+]([C]2[CH][CH][CH][CH]2)C2C=CC=CC=2)=CC=1.C(Cl)Cl.Cl[Pd]Cl.[Fe]. The product is [NH2:38][C:39]1[C:44]([S:45]([NH2:48])(=[O:46])=[O:47])=[CH:43][C:42]([C:9]2[CH:10]=[C:11]3[C:6](=[CH:7][CH:8]=2)[N:5]=[CH:4][CH:3]=[C:2]3[C:21]2[CH:26]=[CH:25][CH:24]=[C:23]([S:27]([NH2:30])(=[O:28])=[O:29])[CH:22]=2)=[CH:41][N:40]=1. The yield is 0.310.